Dataset: Forward reaction prediction with 1.9M reactions from USPTO patents (1976-2016). Task: Predict the product of the given reaction. (1) Given the reactants [OH:1][C:2]1[CH:3]=[C:4]([C:11]([N:13]2[CH2:17][CH2:16][CH2:15][CH2:14]2)=[O:12])[CH:5]=[CH:6][C:7]=1[N+:8]([O-:10])=[O:9].C(=O)([O-])[O-].[K+].[K+].Br[CH2:25][CH3:26], predict the reaction product. The product is: [CH2:25]([O:1][C:2]1[CH:3]=[C:4]([C:11]([N:13]2[CH2:14][CH2:15][CH2:16][CH2:17]2)=[O:12])[CH:5]=[CH:6][C:7]=1[N+:8]([O-:10])=[O:9])[CH3:26]. (2) Given the reactants Cl[CH2:2][C:3](Cl)=[O:4].[CH3:6][CH:7]1[CH2:12][CH2:11][CH:10]([NH2:13])[CH2:9][CH2:8]1.[OH:14][C:15]1[N:16]=[C:17]([C:21]2[CH:26]=[CH:25][C:24]([C:27]([O:29]C)=[O:28])=[CH:23][CH:22]=2)[S:18][C:19]=1[CH3:20], predict the reaction product. The product is: [CH3:20][C:19]1[S:18][C:17]([C:21]2[CH:22]=[CH:23][C:24]([C:27]([OH:29])=[O:28])=[CH:25][CH:26]=2)=[N:16][C:15]=1[O:14][CH2:2][C:3]([NH:13][CH:10]1[CH2:11][CH2:12][CH:7]([CH3:6])[CH2:8][CH2:9]1)=[O:4]. (3) Given the reactants [NH2:1]/[C:2](/[CH3:9])=[CH:3]\[C:4]([O:6][CH2:7][CH3:8])=[O:5].[C:10]([O:14][CH3:15])(=[O:13])[C:11]#[CH:12], predict the reaction product. The product is: [NH2:1]/[C:2](=[C:3](\[C:4]([O:6][CH2:7][CH3:8])=[O:5])/[CH:12]=[CH:11]/[C:10]([O:14][CH3:15])=[O:13])/[CH3:9]. (4) Given the reactants [CH3:1][N:2]([C:10]1[S:11][CH:12]=[C:13]([CH2:15][C:16](=[O:43])[NH:17][C:18]2[CH:23]=[CH:22][C:21]([NH:24][C:25]([C:27]3[CH:32]=[CH:31][CH:30]=[CH:29][C:28]=3[C:33]3[CH:38]=[CH:37][C:36]([C:39]([F:42])([F:41])[F:40])=[CH:35][CH:34]=3)=[O:26])=[CH:20][CH:19]=2)[N:14]=1)C(=O)OC(C)(C)C.FC(F)(F)C(O)=O.C(=O)([O-])[O-].[K+].[K+], predict the reaction product. The product is: [CH3:1][NH:2][C:10]1[S:11][CH:12]=[C:13]([CH2:15][C:16]([NH:17][C:18]2[CH:19]=[CH:20][C:21]([NH:24][C:25]([C:27]3[C:28]([C:33]4[CH:34]=[CH:35][C:36]([C:39]([F:41])([F:42])[F:40])=[CH:37][CH:38]=4)=[CH:29][CH:30]=[CH:31][CH:32]=3)=[O:26])=[CH:22][CH:23]=2)=[O:43])[N:14]=1.